Dataset: Forward reaction prediction with 1.9M reactions from USPTO patents (1976-2016). Task: Predict the product of the given reaction. (1) Given the reactants [OH:1][C@H:2]([CH2:30][OH:31])[CH2:3][C:4]1[C:12]2[C:11]([C:13]([NH2:15])=[O:14])=[CH:10][CH:9]=[CH:8][C:7]=2[N:6]([C:16]2[CH:21]=[CH:20][C:19]([O:22][C:23]3[CH:28]=[CH:27][C:26]([F:29])=[CH:25][CH:24]=3)=[CH:18][CH:17]=2)[CH:5]=1.O[C@H](CO)CC1C2C(C#N)=CC=CC=2N(C2C=CC(OC3C=CC(F)=CC=3)=CC=2)C=1, predict the reaction product. The product is: [OH:1][C@H:2]([CH2:30][OH:31])[CH2:3][C:4]1[C:8]2[C:7](=[CH:12][C:11]([C:13]([NH2:15])=[O:14])=[CH:10][CH:9]=2)[N:6]([C:16]2[CH:17]=[CH:18][C:19]([O:22][C:23]3[CH:24]=[CH:25][C:26]([F:29])=[CH:27][CH:28]=3)=[CH:20][CH:21]=2)[CH:5]=1. (2) Given the reactants [C:1](OC(=NC(C)C)NC(C)C)([CH3:4])([CH3:3])[CH3:2].[OH:15][C@H:16]([C@H:20]1[O:25][C:24]([CH3:27])([CH3:26])[CH2:23][N:22]([CH2:28][C:29]2[CH:34]=[CH:33][C:32]([O:35][CH3:36])=[CH:31][CH:30]=2)[C:21]1=[O:37])[C:17]([OH:19])=[O:18].N#N, predict the reaction product. The product is: [OH:15][C@H:16]([C@H:20]1[O:25][C:24]([CH3:27])([CH3:26])[CH2:23][N:22]([CH2:28][C:29]2[CH:30]=[CH:31][C:32]([O:35][CH3:36])=[CH:33][CH:34]=2)[C:21]1=[O:37])[C:17]([O:19][C:1]([CH3:4])([CH3:3])[CH3:2])=[O:18]. (3) Given the reactants [CH3:1][C:2](=[CH:4][CH2:5][CH2:6]/[C:7](=[CH:9]/[CH2:10][OH:11])/[CH3:8])[CH3:3].[CH:12](=[O:19])[CH2:13][CH2:14][CH2:15][CH2:16][CH2:17][CH3:18], predict the reaction product. The product is: [CH2:10]([O:11][CH:12]([O:19][CH2:10]/[CH:9]=[C:7](/[CH2:6][CH2:5][CH:4]=[C:2]([CH3:3])[CH3:1])\[CH3:8])[CH2:13][CH2:14][CH2:15][CH2:16][CH2:17][CH3:18])/[CH:9]=[C:7](/[CH2:6][CH2:5][CH:4]=[C:2]([CH3:1])[CH3:3])\[CH3:8].